Dataset: Forward reaction prediction with 1.9M reactions from USPTO patents (1976-2016). Task: Predict the product of the given reaction. (1) Given the reactants Cl.[F:2][C:3]1[CH:8]=[C:7]([S:9]([CH3:12])(=[O:11])=[O:10])[CH:6]=[CH:5][C:4]=1[NH:13][C:14]1[C:15]2[O:22][CH:21]=[C:20]([CH:23]3[CH2:28][CH2:27][NH:26][CH2:25][CH2:24]3)[C:16]=2[N:17]=[CH:18][N:19]=1.[F:29][C:30]([F:46])([F:45])[C:31]1[CH:32]=[C:33]([S:41](Cl)(=[O:43])=[O:42])[CH:34]=[C:35]([C:37]([F:40])([F:39])[F:38])[CH:36]=1.O, predict the reaction product. The product is: [F:40][C:37]([F:38])([F:39])[C:35]1[CH:34]=[C:33]([S:41]([N:26]2[CH2:27][CH2:28][CH:23]([C:20]3[C:16]4[N:17]=[CH:18][N:19]=[C:14]([NH:13][C:4]5[CH:5]=[CH:6][C:7]([S:9]([CH3:12])(=[O:10])=[O:11])=[CH:8][C:3]=5[F:2])[C:15]=4[O:22][CH:21]=3)[CH2:24][CH2:25]2)(=[O:42])=[O:43])[CH:32]=[C:31]([C:30]([F:46])([F:45])[F:29])[CH:36]=1. (2) Given the reactants [Cl:1][C:2]1[CH:7]=[CH:6][CH:5]=[CH:4][C:3]=1[CH:8]([NH:12][C:13](=[O:35])[CH2:14][N:15]1[C:19](=[O:20])[N:18]([CH2:21][C@H:22](O)[C:23](F)(F)F)[C:17]([C:28]2[CH:33]=[CH:32][C:31]([Cl:34])=[CH:30][CH:29]=2)=[N:16]1)[CH2:9][CH2:10][OH:11].ClC1C=CC(C2N(C3CC3)C(=O)N(CC(O)=O)N=2)=CC=1, predict the reaction product. The product is: [Cl:34][C:31]1[CH:30]=[CH:29][C:28]([C:17]2[N:18]([CH:21]3[CH2:23][CH2:22]3)[C:19](=[O:20])[N:15]([CH2:14][C:13]([NH:12][CH:8]([C:3]3[CH:4]=[CH:5][CH:6]=[CH:7][C:2]=3[Cl:1])[CH2:9][CH2:10][OH:11])=[O:35])[N:16]=2)=[CH:33][CH:32]=1. (3) Given the reactants [CH2:1]([O:8][C:9]1[C:10]([O:24][CH3:25])=[CH:11][C:12]([C:20]([CH3:23])([CH3:22])[CH3:21])=[C:13](/[CH:15]=[CH:16]/[C:17](O)=[O:18])[CH:14]=1)[C:2]1[CH:7]=[CH:6][CH:5]=[CH:4][CH:3]=1.[CH2:26]([O:33][C:34]1[CH:35]=[C:36]([CH2:42][CH2:43][NH2:44])[CH:37]=[CH:38][C:39]=1[O:40][CH3:41])[C:27]1[CH:32]=[CH:31][CH:30]=[CH:29][CH:28]=1.CCN(C(C)C)C(C)C.CN(C(ON1N=NC2C=CC=NC1=2)=[N+](C)C)C.F[P-](F)(F)(F)(F)F, predict the reaction product. The product is: [CH2:1]([O:8][C:9]1[C:10]([O:24][CH3:25])=[CH:11][C:12]([C:20]([CH3:21])([CH3:23])[CH3:22])=[C:13](/[CH:15]=[CH:16]/[C:17]([NH:44][CH2:43][CH2:42][C:36]2[CH:37]=[CH:38][C:39]([O:40][CH3:41])=[C:34]([O:33][CH2:26][C:27]3[CH:28]=[CH:29][CH:30]=[CH:31][CH:32]=3)[CH:35]=2)=[O:18])[CH:14]=1)[C:2]1[CH:3]=[CH:4][CH:5]=[CH:6][CH:7]=1. (4) Given the reactants Cl[C:2]1[N:11]=[C:10]([NH:12][CH2:13][CH2:14][C:15]2[CH:20]=[CH:19][CH:18]=[CH:17][CH:16]=2)[C:9]2[C:4](=[CH:5][CH:6]=[CH:7][CH:8]=2)[N:3]=1.[N:21]1[CH:22]=[CH:23][N:24]2[CH:29]=[C:28](B(O)O)[CH:27]=[CH:26][C:25]=12.C(NC1C2C(=CC=CC=2)N=C(C2SC3C=CC=CC=3C=2)N=1)(C1C=CC=CC=1)C1C=CC=CC=1, predict the reaction product. The product is: [N:21]1[CH:22]=[CH:23][N:24]2[CH:29]=[C:28]([C:2]3[N:11]=[C:10]([NH:12][CH2:13][CH2:14][C:15]4[CH:20]=[CH:19][CH:18]=[CH:17][CH:16]=4)[C:9]4[C:4](=[CH:5][CH:6]=[CH:7][CH:8]=4)[N:3]=3)[CH:27]=[CH:26][C:25]=12. (5) The product is: [OH:1][CH:2]1[CH2:7][CH2:6][N:5]([CH2:8][C:9]2[CH:10]=[CH:11][CH:12]=[CH:13][CH:14]=2)[CH2:4][CH:3]1[C:15]([OH:17])=[O:16]. Given the reactants [OH:1][CH:2]1[CH2:7][CH2:6][N:5]([CH2:8][C:9]2[CH:14]=[CH:13][CH:12]=[CH:11][CH:10]=2)[CH2:4][CH:3]1[C:15]([O:17]CC)=[O:16].[OH-].[Na+].Cl, predict the reaction product. (6) The product is: [Cl:11][CH2:12][C:13]([NH:10][CH2:9][CH2:8][C:5]1[CH:6]=[CH:7][C:2]([F:1])=[CH:3][CH:4]=1)=[O:14]. Given the reactants [F:1][C:2]1[CH:7]=[CH:6][C:5]([CH2:8][CH2:9][NH2:10])=[CH:4][CH:3]=1.[Cl:11][CH2:12][C:13](Cl)=[O:14], predict the reaction product. (7) Given the reactants [Cl:1][C:2]1[C:7]([Cl:8])=[C:6]([F:9])[CH:5]=[CH:4][C:3]=1[C:10]([N:12]1[CH2:17][CH2:16][NH:15][C:14](=O)[CH2:13]1)=[O:11].F[B-](F)(F)F.C([O+](CC)CC)C.[N:31]1[CH:36]=[CH:35][CH:34]=[C:33]([C:37]([NH:39][NH2:40])=O)[N:32]=1, predict the reaction product. The product is: [Cl:1][C:2]1[C:7]([Cl:8])=[C:6]([F:9])[CH:5]=[CH:4][C:3]=1[C:10]([N:12]1[CH2:17][CH2:16][N:15]2[C:37]([C:33]3[N:32]=[N:31][CH:36]=[CH:35][CH:34]=3)=[N:39][N:40]=[C:14]2[CH2:13]1)=[O:11]. (8) Given the reactants [I:1][C:2]1[C:10]2[C:5](=[CH:6][CH:7]=[C:8]([CH3:11])[CH:9]=2)[NH:4][N:3]=1.[C:12]([O:16][C:17](O[C:17]([O:16][C:12]([CH3:15])([CH3:14])[CH3:13])=[O:18])=[O:18])([CH3:15])([CH3:14])[CH3:13], predict the reaction product. The product is: [I:1][C:2]1[C:10]2[C:5](=[CH:6][CH:7]=[C:8]([CH3:11])[CH:9]=2)[N:4]([C:17]([O:16][C:12]([CH3:15])([CH3:14])[CH3:13])=[O:18])[N:3]=1.